This data is from NCI-60 drug combinations with 297,098 pairs across 59 cell lines. The task is: Regression. Given two drug SMILES strings and cell line genomic features, predict the synergy score measuring deviation from expected non-interaction effect. (1) Drug 1: C1=CC(=CC=C1CCCC(=O)O)N(CCCl)CCCl. Drug 2: CCCCCOC(=O)NC1=NC(=O)N(C=C1F)C2C(C(C(O2)C)O)O. Cell line: NCI-H322M. Synergy scores: CSS=-4.04, Synergy_ZIP=1.74, Synergy_Bliss=2.44, Synergy_Loewe=-2.28, Synergy_HSA=-1.22. (2) Drug 1: C1CCC(CC1)NC(=O)N(CCCl)N=O. Drug 2: CC1C(C(CC(O1)OC2CC(OC(C2O)C)OC3=CC4=CC5=C(C(=O)C(C(C5)C(C(=O)C(C(C)O)O)OC)OC6CC(C(C(O6)C)O)OC7CC(C(C(O7)C)O)OC8CC(C(C(O8)C)O)(C)O)C(=C4C(=C3C)O)O)O)O. Cell line: SN12C. Synergy scores: CSS=22.7, Synergy_ZIP=-3.82, Synergy_Bliss=0.666, Synergy_Loewe=-0.558, Synergy_HSA=0.395.